This data is from Catalyst prediction with 721,799 reactions and 888 catalyst types from USPTO. The task is: Predict which catalyst facilitates the given reaction. (1) Reactant: [N:1]([C:4]1[CH:13]=[CH:12][C:11]2[C:6](=[C:7]([OH:14])[CH:8]=[CH:9][CH:10]=2)[N:5]=1)=[N+]=[N-].Cl[C:16]1[CH:21]=[C:20]([C:22]2[CH:27]=[CH:26][C:25]([C:28]([F:31])([F:30])[F:29])=[CH:24][CH:23]=2)[CH:19]=[CH:18][N:17]=1.[H-].[Na+].CCOC(C)=O. Product: [F:31][C:28]([F:29])([F:30])[C:25]1[CH:24]=[CH:23][C:22]([C:20]2[CH:21]=[CH:16][N:17]=[C:18]([O:14][C:7]3[CH:8]=[CH:9][CH:10]=[C:11]4[C:6]=3[N:5]=[C:4]([NH2:1])[CH:13]=[CH:12]4)[CH:19]=2)=[CH:27][CH:26]=1. The catalyst class is: 163. (2) Reactant: [Br:1][C:2]1[CH:7]=[CH:6][C:5]([C@@H:8]([N:10]([CH2:18][CH2:19][C:20]([C:22]2[CH:27]=[CH:26][C:25]([F:28])=[CH:24][CH:23]=2)=[O:21])[C:11](=[O:17])[O:12][C:13]([CH3:16])([CH3:15])[CH3:14])[CH3:9])=[CH:4][CH:3]=1.[BH4-].[Na+]. Product: [Br:1][C:2]1[CH:3]=[CH:4][C:5]([C@@H:8]([N:10]([CH2:18][CH2:19][CH:20]([C:22]2[CH:23]=[CH:24][C:25]([F:28])=[CH:26][CH:27]=2)[OH:21])[C:11](=[O:17])[O:12][C:13]([CH3:14])([CH3:16])[CH3:15])[CH3:9])=[CH:6][CH:7]=1. The catalyst class is: 5. (3) Reactant: [CH3:1][C@@H:2]1[C@@H:7]2[CH2:8][C@@H:4]([C@H:5]([NH:9][C:10]3[CH:15]=[CH:14][C:13]([C:16]([F:19])([F:18])[F:17])=[CH:12][N:11]=3)[CH2:6]2)[N:3]1C(OC(C)(C)C)=O.Cl.C([O-])([O-])=O.[Na+].[Na+]. Product: [CH3:1][C@@H:2]1[C@@H:7]2[CH2:8][C@@H:4]([C@H:5]([NH:9][C:10]3[CH:15]=[CH:14][C:13]([C:16]([F:18])([F:17])[F:19])=[CH:12][N:11]=3)[CH2:6]2)[NH:3]1. The catalyst class is: 135.